Dataset: Forward reaction prediction with 1.9M reactions from USPTO patents (1976-2016). Task: Predict the product of the given reaction. Given the reactants Cl.[NH2:2][CH2:3][CH2:4][CH2:5][C:6]([O:8][CH2:9][CH3:10])=[O:7].[C:11]1([C:23](Cl)=[O:24])[CH:16]=[C:15]([C:17](Cl)=[O:18])[CH:14]=[C:13]([C:20](Cl)=[O:21])[CH:12]=1.C([N:28]([CH2:31][CH3:32])CC)C.[OH2:33].[CH2:34]1[CH2:38][O:37][CH2:36][CH2:35]1, predict the reaction product. The product is: [C:11]1([C:23]([NH:28][CH2:31][CH2:32][CH2:5][C:6]([O:8][CH2:9][CH3:10])=[O:7])=[O:24])[CH:16]=[C:15]([C:17]([NH:2][CH2:3][CH2:4][CH2:5][C:6]([O:8][CH2:9][CH3:10])=[O:7])=[O:18])[CH:14]=[C:13]([C:20]([NH:2][CH2:3][CH2:4][CH2:35][C:36]([O:37][CH2:38][CH3:34])=[O:33])=[O:21])[CH:12]=1.